From a dataset of Forward reaction prediction with 1.9M reactions from USPTO patents (1976-2016). Predict the product of the given reaction. (1) Given the reactants Cl[CH2:2][C@H:3]([OH:14])[CH2:4][C:5]1[CH:10]=[CH:9][C:8]([S:11][CH3:12])=[C:7]([Cl:13])[CH:6]=1.[OH-].[Na+].S(O)(O[CH2:21][CH2:22][NH2:23])(=O)=O.C1(C)C=CC=CC=1, predict the reaction product. The product is: [Cl:13][C:7]1[CH:6]=[C:5]([CH:10]=[CH:9][C:8]=1[S:11][CH3:12])[CH2:4][C@H:3]1[O:14][CH2:21][CH2:22][NH:23][CH2:2]1. (2) The product is: [NH3:1].[CH2:45]([Cl:47])[Cl:46].[CH2:19]([N:21]([CH2:15][C:14]1[CH:17]=[CH:18][C:11]([O:10][CH2:9][CH2:8][CH2:7][N:1]2[CH2:6][CH2:5][CH2:4][CH2:3][CH2:2]2)=[CH:12][CH:13]=1)[CH2:22][C:23]1[CH:28]=[CH:27][N:26]=[CH:25][CH:24]=1)[CH3:20]. Given the reactants [N:1]1([CH2:7][CH2:8][CH2:9][O:10][C:11]2[CH:18]=[CH:17][C:14]([CH:15]=O)=[CH:13][CH:12]=2)[CH2:6][CH2:5][CH2:4][CH2:3][CH2:2]1.[CH2:19]([NH:21][CH2:22][C:23]1[CH:28]=[CH:27][N:26]=[CH:25][CH:24]=1)[CH3:20].C(O[BH-](OC(=O)C)OC(=O)C)(=O)C.[Na+].[OH-].[Na+].[CH2:45]([Cl:47])[Cl:46], predict the reaction product. (3) Given the reactants [CH2:1]([C:3]1[NH:7][C:6]([C:8]([NH:10][C@H:11]2[CH2:16][CH2:15][N:14]([C:17]3[S:18][C:19]([CH3:27])=[C:20]([C:22]([O:24]CC)=[O:23])[N:21]=3)[CH2:13][C@H:12]2[O:28][CH3:29])=[O:9])=[N:5][C:4]=1[C:30]([F:33])([F:32])[F:31])[CH3:2].[OH-].[Na+], predict the reaction product. The product is: [CH2:1]([C:3]1[NH:7][C:6]([C:8]([NH:10][C@H:11]2[CH2:16][CH2:15][N:14]([C:17]3[S:18][C:19]([CH3:27])=[C:20]([C:22]([OH:24])=[O:23])[N:21]=3)[CH2:13][C@H:12]2[O:28][CH3:29])=[O:9])=[N:5][C:4]=1[C:30]([F:33])([F:31])[F:32])[CH3:2]. (4) The product is: [CH2:18]1[N:13]([CH:11]=[O:12])[CH2:14][CH2:15][N:16]([C:19]2[CH:26]=[CH:25][C:22](/[CH:23]=[C:3]3\[C:4]4[C:9]([NH:1][C:2]\3=[O:10])=[CH:8][CH:7]=[CH:6][CH:5]=4)=[CH:21][CH:20]=2)[CH2:17]1. Given the reactants [NH:1]1[C:9]2[C:4](=[CH:5][CH:6]=[CH:7][CH:8]=2)[CH2:3][C:2]1=[O:10].[CH:11]([N:13]1[CH2:18][CH2:17][N:16]([C:19]2[CH:26]=[CH:25][C:22]([CH:23]=O)=[CH:21][CH:20]=2)[CH2:15][CH2:14]1)=[O:12], predict the reaction product. (5) Given the reactants [Cl:1][C:2]1[CH:3]=[C:4]([C:10]2[CH:11]=[C:12]([C:16]3(C(O)=O)[CH2:18][CH2:17]3)[CH:13]=[N:14][CH:15]=2)[CH:5]=[CH:6][C:7]=1[C:8]#[N:9].C1(P([N:36]=[N+]=[N-])(C2C=CC=CC=2)=O)C=CC=CC=1.CC([O-])(C)C.[K+], predict the reaction product. The product is: [NH2:36][C:16]1([C:12]2[CH:11]=[C:10]([C:4]3[CH:5]=[CH:6][C:7]([C:8]#[N:9])=[C:2]([Cl:1])[CH:3]=3)[CH:15]=[N:14][CH:13]=2)[CH2:18][CH2:17]1. (6) Given the reactants [CH3:1][N:2]1[CH2:6][CH2:5][CH2:4][C:3]1=O.[S:8]([O:13]CC)([O:10]CC)=[O:9].[C:16]1(C)[CH:21]=CC=C[CH:17]=1, predict the reaction product. The product is: [CH2:3]([NH:2][S:8](=[O:10])(=[O:9])[O-:13])[CH3:4].[CH3:1][N+:2]1([CH2:17][CH2:16][CH3:21])[CH2:6][CH2:5][CH2:4][CH2:3]1.